This data is from Full USPTO retrosynthesis dataset with 1.9M reactions from patents (1976-2016). The task is: Predict the reactants needed to synthesize the given product. (1) The reactants are: [N+:1]([C:4]1[CH:9]=[CH:8][CH:7]=[CH:6][C:5]=1[S:10]([NH:13][C:14]1[CH:19]=[CH:18][C:17]([CH2:20][CH2:21][C:22]([O:24][CH3:25])=[O:23])=[CH:16][CH:15]=1)(=[O:12])=[O:11])([O-:3])=[O:2].[C:26]1([C:32]2[N:33]([CH2:41][C:42]3[CH:47]=[CH:46][C:45]([CH2:48]O)=[CH:44][CH:43]=3)[C:34]3[C:39]([CH:40]=2)=[CH:38][CH:37]=[CH:36][CH:35]=3)[CH:31]=[CH:30][CH:29]=[CH:28][CH:27]=1.C1(P(C2C=CC=CC=2)C2C=CC=CC=2)C=CC=CC=1.N(C(OCC)=O)=NC(OCC)=O. Given the product [N+:1]([C:4]1[CH:9]=[CH:8][CH:7]=[CH:6][C:5]=1[S:10]([N:13]([CH2:48][C:45]1[CH:44]=[CH:43][C:42]([CH2:41][N:33]2[C:34]3[C:39](=[CH:38][CH:37]=[CH:36][CH:35]=3)[CH:40]=[C:32]2[C:26]2[CH:31]=[CH:30][CH:29]=[CH:28][CH:27]=2)=[CH:47][CH:46]=1)[C:14]1[CH:19]=[CH:18][C:17]([CH2:20][CH2:21][C:22]([O:24][CH3:25])=[O:23])=[CH:16][CH:15]=1)(=[O:12])=[O:11])([O-:3])=[O:2], predict the reactants needed to synthesize it. (2) Given the product [O:35]1[CH2:40][CH2:39][N:38]([C:41]2[C:46]([NH:47][C:55]3[C:64]4[C:59](=[CH:60][C:61]([F:66])=[CH:62][C:63]=4[F:65])[N:58]=[C:57]([C:67]4[CH:68]=[N:69][C:70]([N:73]5[CH2:74][CH2:75][N:76]([CH3:79])[CH2:77][CH2:78]5)=[CH:71][CH:72]=4)[C:56]=3[CH3:80])=[CH:45][C:44]([N:48]3[CH2:49][CH2:50][O:51][CH2:52][CH2:53]3)=[CH:43][N:42]=2)[CH2:37][CH2:36]1, predict the reactants needed to synthesize it. The reactants are: C1(P(C2CCCCC2)C2C=CC=CC=2C2C(C(C)C)=CC(C(C)C)=CC=2C(C)C)CCCCC1.[O:35]1[CH2:40][CH2:39][N:38]([C:41]2[C:46]([NH2:47])=[CH:45][C:44]([N:48]3[CH2:53][CH2:52][O:51][CH2:50][CH2:49]3)=[CH:43][N:42]=2)[CH2:37][CH2:36]1.Cl[C:55]1[C:64]2[C:59](=[CH:60][C:61]([F:66])=[CH:62][C:63]=2[F:65])[N:58]=[C:57]([C:67]2[CH:68]=[N:69][C:70]([N:73]3[CH2:78][CH2:77][N:76]([CH3:79])[CH2:75][CH2:74]3)=[CH:71][CH:72]=2)[C:56]=1[CH3:80].CC(C)([O-])C.[Na+].